From a dataset of Peptide-MHC class I binding affinity with 185,985 pairs from IEDB/IMGT. Regression. Given a peptide amino acid sequence and an MHC pseudo amino acid sequence, predict their binding affinity value. This is MHC class I binding data. (1) The peptide sequence is STDELMYIFA. The MHC is HLA-A02:01 with pseudo-sequence HLA-A02:01. The binding affinity (normalized) is 0.321. (2) The peptide sequence is KSNRIPFLY. The MHC is HLA-A26:01 with pseudo-sequence HLA-A26:01. The binding affinity (normalized) is 0.0847. (3) The peptide sequence is ISKANWMTY. The MHC is HLA-B39:01 with pseudo-sequence HLA-B39:01. The binding affinity (normalized) is 0.0847. (4) The peptide sequence is YFFVKWIGK. The MHC is HLA-A31:01 with pseudo-sequence HLA-A31:01. The binding affinity (normalized) is 0.764. (5) The peptide sequence is GVPELGAFF. The MHC is HLA-A26:01 with pseudo-sequence HLA-A26:01. The binding affinity (normalized) is 0.507. (6) The peptide sequence is CMLNNSFYY. The MHC is HLA-A30:01 with pseudo-sequence HLA-A30:01. The binding affinity (normalized) is 0.416. (7) The peptide sequence is KTKISVEKIK. The MHC is HLA-A33:01 with pseudo-sequence HLA-A33:01. The binding affinity (normalized) is 0. (8) The peptide sequence is KVFLPNPAF. The MHC is HLA-A02:01 with pseudo-sequence HLA-A02:01. The binding affinity (normalized) is 0. (9) The peptide sequence is YTVKYPNE. The MHC is H-2-Kb with pseudo-sequence H-2-Kb. The binding affinity (normalized) is 0.